From a dataset of Catalyst prediction with 721,799 reactions and 888 catalyst types from USPTO. Predict which catalyst facilitates the given reaction. (1) Reactant: [S:9](O[S:9]([C:12]([F:15])([F:14])[F:13])(=[O:11])=[O:10])([C:12]([F:15])([F:14])[F:13])(=[O:11])=[O:10].[NH2:16][C:17]1[CH:26]=[CH:25][C:20]([C:21]([O:23][CH3:24])=[O:22])=[C:19]([Cl:27])[CH:18]=1.C(N(C(C)C)C(C)C)C. Product: [F:13][C:12]([F:15])([F:14])[S:9]([N:16]([S:9]([C:12]([F:13])([F:14])[F:15])(=[O:10])=[O:11])[C:17]1[CH:26]=[CH:25][C:20]([C:21]([O:23][CH3:24])=[O:22])=[C:19]([Cl:27])[CH:18]=1)(=[O:11])=[O:10]. The catalyst class is: 4. (2) The catalyst class is: 3. Product: [F:1][CH:2]([F:24])[O:3][C:4]1[CH:23]=[CH:22][C:7]([CH2:8][C:9]2[C:10]([CH3:21])=[C:11]([CH3:20])[C:12]([O:19][S:34]([C:37]([F:40])([F:39])[F:38])(=[O:36])=[O:35])=[C:13]([CH:18]=2)[C:14]([O:16][CH3:17])=[O:15])=[CH:6][CH:5]=1. Reactant: [F:1][CH:2]([F:24])[O:3][C:4]1[CH:23]=[CH:22][C:7]([CH2:8][C:9]2[C:10]([CH3:21])=[C:11]([CH3:20])[C:12]([OH:19])=[C:13]([CH:18]=2)[C:14]([O:16][CH3:17])=[O:15])=[CH:6][CH:5]=1.[H-].[Na+].C1C=CC(N([S:34]([C:37]([F:40])([F:39])[F:38])(=[O:36])=[O:35])[S:34]([C:37]([F:40])([F:39])[F:38])(=[O:36])=[O:35])=CC=1.Cl. (3) Reactant: [C:1]1([N:7]2[C:19]3[CH:18]=[CH:17][C:16](B(O)O)=[CH:15][C:14]=3[C:13]3[C:8]2=[CH:9][CH:10]=[CH:11][CH:12]=3)[CH:6]=[CH:5][CH:4]=[CH:3][CH:2]=1.Br[C:24]1[CH:37]=[CH:36][C:27]2[O:28][C:29]3[CH:34]=[CH:33][C:32]([Br:35])=[CH:31][C:30]=3[C:26]=2[CH:25]=1.C(=O)([O-])[O-].[K+].[K+].O1CCOCC1. Product: [Br:35][C:32]1[CH:33]=[CH:34][C:29]2[O:28][C:27]3[CH:36]=[CH:37][C:24]([C:16]4[CH:17]=[CH:18][C:19]5[N:7]([C:1]6[CH:6]=[CH:5][CH:4]=[CH:3][CH:2]=6)[C:8]6[C:13]([C:14]=5[CH:15]=4)=[CH:12][CH:11]=[CH:10][CH:9]=6)=[CH:25][C:26]=3[C:30]=2[CH:31]=1. The catalyst class is: 690. (4) Reactant: [Br:1][C:2]1[CH:3]=[N:4][C:5]([OH:8])=[N:6][CH:7]=1.[I-].[Na+].C(=O)([O-])[O-].[Cs+].[Cs+].Cl.Cl[CH2:19][CH2:20][N:21]1[CH2:26][CH2:25][O:24][CH2:23][CH2:22]1. Product: [Br:1][C:2]1[CH:3]=[N:4][C:5](=[O:8])[N:6]([CH2:19][CH2:20][N:21]2[CH2:26][CH2:25][O:24][CH2:23][CH2:22]2)[CH:7]=1. The catalyst class is: 3. (5) Reactant: [C:1]1(B(O)O)[CH:6]=[CH:5][CH:4]=[CH:3][CH:2]=1.Br[C:11]1[C:28]2[C:19](=[CH:20][C:21]3[CH:22]=[CH:23][CH:24]=[CH:25][C:26]=3[CH:27]=2)[CH:18]=[C:17]2[C:12]=1[C:13]1[CH:44]=[CH:43][C:42]3[C:29](=[CH:30][C:31]4[C:40]([CH:41]=3)=[CH:39][C:38]3[C:33](=[CH:34][C:35](Br)=[CH:36][CH:37]=3)[CH:32]=4)[C:14]=1[CH:15]=[CH:16]2. Product: [C:1]1([C:11]2[C:28]3[C:19](=[CH:20][C:21]4[CH:22]=[CH:23][CH:24]=[CH:25][C:26]=4[CH:27]=3)[CH:18]=[C:17]3[C:12]=2[C:13]2[CH:44]=[CH:43][C:42]4[C:29](=[CH:30][C:31]5[C:40]([CH:41]=4)=[CH:39][C:38]4[C:33](=[CH:34][C:35]([C:1]6[CH:6]=[CH:5][CH:4]=[CH:3][CH:2]=6)=[CH:36][CH:37]=4)[CH:32]=5)[C:14]=2[CH:15]=[CH:16]3)[CH:6]=[CH:5][CH:4]=[CH:3][CH:2]=1. The catalyst class is: 113. (6) Reactant: [CH2:1]([O:8][C@@H:9]([C@@H:22]([N:32]([CH2:40][C:41]1[CH:46]=[CH:45][CH:44]=[CH:43][CH:42]=1)[CH2:33][C:34]1[CH:39]=[CH:38][CH:37]=[CH:36][CH:35]=1)[CH2:23][C:24]1[CH:29]=[C:28]([F:30])[CH:27]=[C:26]([F:31])[CH:25]=1)[C@H:10]([NH:13][CH2:14][C@@H:15]([OH:21])[CH2:16][CH2:17][CH:18]([CH3:20])[CH3:19])[CH2:11][OH:12])[C:2]1[CH:7]=[CH:6][CH:5]=[CH:4][CH:3]=1.C(=O)([O-])[O-].[Na+].[Na+].NO.[C:55](O[C:55]([O:57][C:58]([CH3:61])([CH3:60])[CH3:59])=[O:56])([O:57][C:58]([CH3:61])([CH3:60])[CH3:59])=[O:56]. Product: [C:58]([O:57][C:55](=[O:56])[N:13]([C@H:10]([CH2:11][OH:12])[C@@H:9]([O:8][CH2:1][C:2]1[CH:7]=[CH:6][CH:5]=[CH:4][CH:3]=1)[C@@H:22]([N:32]([CH2:33][C:34]1[CH:35]=[CH:36][CH:37]=[CH:38][CH:39]=1)[CH2:40][C:41]1[CH:42]=[CH:43][CH:44]=[CH:45][CH:46]=1)[CH2:23][C:24]1[CH:29]=[C:28]([F:30])[CH:27]=[C:26]([F:31])[CH:25]=1)[CH2:14][C@@H:15]([OH:21])[CH2:16][CH2:17][CH:18]([CH3:19])[CH3:20])([CH3:61])([CH3:60])[CH3:59]. The catalyst class is: 4. (7) Reactant: [C:1]([O:5][C:6]([NH:8][C:9]1[NH:10][C:11]2[CH:17]=[C:16]([O:18][S:19]([C:22]3[CH:27]=[CH:26][C:25]([F:28])=[CH:24][CH:23]=3)(=[O:21])=[O:20])[CH:15]=[CH:14][C:12]=2[N:13]=1)=[O:7])([CH3:4])([CH3:3])[CH3:2].[H-].[Na+].[Cl:31][C:32]1[CH:33]=[C:34]([CH:37]=[CH:38][C:39]=1[O:40][CH3:41])[CH2:35]Br.O. Product: [C:1]([O:5][C:6]([N:8]([CH2:35][C:34]1[CH:37]=[CH:38][C:39]([O:40][CH3:41])=[C:32]([Cl:31])[CH:33]=1)[C:9]1[NH:10][C:11]2[CH:17]=[C:16]([O:18][S:19]([C:22]3[CH:23]=[CH:24][C:25]([F:28])=[CH:26][CH:27]=3)(=[O:20])=[O:21])[CH:15]=[CH:14][C:12]=2[N:13]=1)=[O:7])([CH3:4])([CH3:2])[CH3:3]. The catalyst class is: 9. (8) Reactant: Br[CH:2]1[C:8](=[O:9])[CH:7]=[C:6]([C:10]2[CH:15]=[CH:14][C:13]([O:16][CH3:17])=[C:12]([O:18][Si:19]([C:22]([CH3:25])([CH3:24])[CH3:23])([CH3:21])[CH3:20])[CH:11]=2)[C:5]2[CH:26]=[C:27]([O:34][CH3:35])[C:28]([O:32][CH3:33])=[C:29]([O:30][CH3:31])[C:4]=2[O:3]1.[CH2:36]([S-:38])[CH3:37].[Na+]. Product: [Si:19]([O:18][C:12]1[CH:11]=[C:10]([C:6]2[C:5]3[CH:26]=[C:27]([O:34][CH3:35])[C:28]([O:32][CH3:33])=[C:29]([O:30][CH3:31])[C:4]=3[O:3][CH:2]([S:38][CH2:36][CH3:37])[C:8](=[O:9])[CH:7]=2)[CH:15]=[CH:14][C:13]=1[O:16][CH3:17])([C:22]([CH3:25])([CH3:24])[CH3:23])([CH3:21])[CH3:20]. The catalyst class is: 3. (9) Reactant: [CH:1]1[C:10]2[C:5](=[CH:6][CH:7]=[CH:8][CH:9]=2)[C:4]([NH:11][C:12](=[O:20])OC2C=CC=CC=2)=[CH:3][N:2]=1.[CH:21]1([S:27][C:28]2[C:33]([CH2:34][NH2:35])=[CH:32][CH:31]=[C:30]([C:36]([F:39])([F:38])[F:37])[N:29]=2)[CH2:26][CH2:25][CH2:24][CH2:23][CH2:22]1.C(N(CC)CC)C. Product: [CH:21]1([S:27][C:28]2[C:33]([CH2:34][NH:35][C:12]([NH:11][C:4]3[C:5]4[C:10](=[CH:9][CH:8]=[CH:7][CH:6]=4)[CH:1]=[N:2][CH:3]=3)=[O:20])=[CH:32][CH:31]=[C:30]([C:36]([F:38])([F:39])[F:37])[N:29]=2)[CH2:22][CH2:23][CH2:24][CH2:25][CH2:26]1. The catalyst class is: 58.